Dataset: NCI-60 drug combinations with 297,098 pairs across 59 cell lines. Task: Regression. Given two drug SMILES strings and cell line genomic features, predict the synergy score measuring deviation from expected non-interaction effect. (1) Drug 2: C1=CC(=CC=C1CCCC(=O)O)N(CCCl)CCCl. Synergy scores: CSS=12.0, Synergy_ZIP=8.80, Synergy_Bliss=14.5, Synergy_Loewe=10.1, Synergy_HSA=10.6. Cell line: OVCAR-4. Drug 1: C1=CC(=CC=C1CC(C(=O)O)N)N(CCCl)CCCl.Cl. (2) Drug 1: C1C(C(OC1N2C=NC3=C(N=C(N=C32)Cl)N)CO)O. Drug 2: CS(=O)(=O)CCNCC1=CC=C(O1)C2=CC3=C(C=C2)N=CN=C3NC4=CC(=C(C=C4)OCC5=CC(=CC=C5)F)Cl. Cell line: SF-295. Synergy scores: CSS=0.363, Synergy_ZIP=3.78, Synergy_Bliss=4.75, Synergy_Loewe=5.20, Synergy_HSA=3.17.